The task is: Predict which catalyst facilitates the given reaction.. This data is from Catalyst prediction with 721,799 reactions and 888 catalyst types from USPTO. (1) Product: [C:1]([C:5]1[O:9][CH:8]=[N:7][C:6]=1[CH:10]=[C:11]([OH:15])[C:12]([NH:40][C@H:41]([C:49](=[O:50])[NH2:51])[CH2:42][C:43]1[CH:48]=[CH:47][CH:46]=[CH:45][CH:44]=1)=[O:14])([CH3:2])([CH3:3])[CH3:4]. Reactant: [C:1]([C:5]1[O:9][CH:8]=[N:7][C:6]=1[CH:10]=[C:11]([OH:15])[C:12]([OH:14])=O)([CH3:4])([CH3:3])[CH3:2].C1C=CC2N(O)N=NC=2C=1.O.CCN=C=NCCCN(C)C.Cl.Cl.[NH2:40][C@H:41]([C:49]([NH2:51])=[O:50])[CH2:42][C:43]1[CH:48]=[CH:47][CH:46]=[CH:45][CH:44]=1.C(N(CC)CC)C. The catalyst class is: 3. (2) Reactant: [OH:1][C:2]1[CH:10]=[CH:9][C:5]([C:6]([OH:8])=[O:7])=[CH:4][CH:3]=1.[I-:11].[Na+].[OH-].[Na+].Cl[O-].[Na+].[O-]S([O-])(=S)=O.[Na+].[Na+].Cl. Product: [OH:1][C:2]1[CH:10]=[CH:9][C:5]([C:6]([OH:8])=[O:7])=[CH:4][C:3]=1[I:11]. The catalyst class is: 24. (3) Reactant: [CH:1]1([OH:6])[CH2:5][CH:4]=[CH:3][CH2:2]1.[H-].[Na+].[CH2:9](Br)[C:10]1[CH:15]=[CH:14][CH:13]=[CH:12][CH:11]=1. Product: [CH:1]1([O:6][CH2:9][C:10]2[CH:15]=[CH:14][CH:13]=[CH:12][CH:11]=2)[CH2:5][CH:4]=[CH:3][CH2:2]1. The catalyst class is: 1.